This data is from Forward reaction prediction with 1.9M reactions from USPTO patents (1976-2016). The task is: Predict the product of the given reaction. (1) Given the reactants [C:1]([C:4]1[CH:9]=[CH:8][CH:7]=[C:6]([C:10](=O)[CH3:11])[N:5]=1)(=O)[CH3:2].[NH2:13][C:14]1[C:15]([CH3:20])=[CH:16][CH:17]=[CH:18][CH:19]=1, predict the reaction product. The product is: [CH3:20][C:15]1[CH:16]=[CH:17][CH:18]=[CH:19][C:14]=1[N:13]=[C:1]([C:4]1[CH:9]=[CH:8][CH:7]=[C:6]([C:10](=[N:13][C:14]2[CH:19]=[CH:18][CH:17]=[CH:16][C:15]=2[CH3:20])[CH3:11])[N:5]=1)[CH3:2]. (2) Given the reactants [C:1]([O:5][C:6](=[O:15])[CH2:7][C:8](=[O:14])[CH2:9][C@H:10]([OH:13])[CH2:11][OH:12])([CH3:4])([CH3:3])[CH3:2].N1C=CC=CC=1.[C:22](Cl)(=[O:29])[C:23]1[CH:28]=[CH:27][CH:26]=[CH:25][CH:24]=1.[OH-].[Na+], predict the reaction product. The product is: [C:1]([O:5][C:6](=[O:15])[CH2:7][C:8](=[O:14])[CH2:9][C@H:10]([OH:13])[CH2:11][O:12][C:22](=[O:29])[C:23]1[CH:28]=[CH:27][CH:26]=[CH:25][CH:24]=1)([CH3:4])([CH3:2])[CH3:3]. (3) Given the reactants [Cl:1][C:2]1[N:3]=[C:4]([Cl:12])[C:5]2[C:10]([CH3:11])=[CH:9][NH:8][C:6]=2[N:7]=1.C(N(C(C)C)CC)(C)C.[C:22]1([CH3:32])[CH:27]=[CH:26][C:25]([S:28](Cl)(=[O:30])=[O:29])=[CH:24][CH:23]=1.CN(C1C=CC=CN=1)C, predict the reaction product. The product is: [Cl:1][C:2]1[N:3]=[C:4]([Cl:12])[C:5]2[C:10]([CH3:11])=[CH:9][N:8]([S:28]([C:25]3[CH:26]=[CH:27][C:22]([CH3:32])=[CH:23][CH:24]=3)(=[O:30])=[O:29])[C:6]=2[N:7]=1. (4) Given the reactants [Cl:1][C:2]1[CH:10]=[C:9]([NH:11][C:12]([C:14]2[CH:22]=[C:21]3[C:17]([CH2:18][CH2:19][N:20]3[S:23]([C:26]3[CH:31]=[CH:30][CH:29]=[C:28]([C:32]([F:35])([F:34])[F:33])[CH:27]=3)(=[O:25])=[O:24])=[CH:16][CH:15]=2)=[O:13])[CH:8]=[CH:7][C:3]=1[C:4]([OH:6])=[O:5].F[C:37](F)(F)C1C=C(S(Cl)(=O)=O)C=CC=1, predict the reaction product. The product is: [CH3:37][O:5][C:4](=[O:6])[C:3]1[CH:7]=[CH:8][C:9]([NH:11][C:12]([C:14]2[CH:22]=[C:21]3[C:17]([CH2:18][CH2:19][N:20]3[S:23]([C:26]3[CH:31]=[CH:30][CH:29]=[C:28]([C:32]([F:33])([F:35])[F:34])[CH:27]=3)(=[O:25])=[O:24])=[CH:16][CH:15]=2)=[O:13])=[CH:10][C:2]=1[Cl:1]. (5) Given the reactants [CH3:1][S:2]([C:5]1[CH:10]=[C:9]([CH2:11][NH:12][C:13]([C:15]2[C:16]3[CH:23]=[N:22][N:21]([C:24]4[CH:29]=[CH:28][C:27]([F:30])=[CH:26][CH:25]=4)[C:17]=3[CH:18]=[N:19][CH:20]=2)=[O:14])[CH:8]=[C:7]([O:31]C)[N:6]=1)(=[O:4])=[O:3].Br, predict the reaction product. The product is: [CH3:1][S:2]([C:5]1[NH:6][C:7](=[O:31])[CH:8]=[C:9]([CH2:11][NH:12][C:13]([C:15]2[C:16]3[CH:23]=[N:22][N:21]([C:24]4[CH:29]=[CH:28][C:27]([F:30])=[CH:26][CH:25]=4)[C:17]=3[CH:18]=[N:19][CH:20]=2)=[O:14])[CH:10]=1)(=[O:4])=[O:3]. (6) The product is: [F:37][C:26]1[CH:25]=[C:24]([NH:23][C:20]2[N:19]=[C:18]3[CH:6]([C:7]4[CH:12]=[CH:11][C:10]([O:13][C:14]([F:17])([F:16])[F:15])=[CH:9][CH:8]=4)[CH2:5][CH2:4][CH2:3][CH2:2][N:22]3[N:21]=2)[CH:29]=[C:28]([F:30])[C:27]=1[N:31]1[CH:35]=[N:34][C:33]([CH3:36])=[N:32]1. Given the reactants Cl[CH2:2][CH2:3][CH2:4][CH2:5][CH:6]([C:18]1[NH:22][N:21]=[C:20]([NH:23][C:24]2[CH:29]=[C:28]([F:30])[C:27]([N:31]3[CH:35]=[N:34][C:33]([CH3:36])=[N:32]3)=[C:26]([F:37])[CH:25]=2)[N:19]=1)[C:7]1[CH:12]=[CH:11][C:10]([O:13][C:14]([F:17])([F:16])[F:15])=[CH:9][CH:8]=1.[I-].[Na+].C(N(C(C)C)CC)(C)C, predict the reaction product. (7) Given the reactants [N-:1]=[N+:2]=[N-:3].[Na+].CS(O[CH2:10][C@@H:11]([NH:24][C:25]([O:27][C:28]([CH3:31])([CH3:30])[CH3:29])=[O:26])[CH2:12][CH2:13][CH2:14][CH2:15][NH:16][C:17]([O:19][C:20]([CH3:23])([CH3:22])[CH3:21])=[O:18])(=O)=O, predict the reaction product. The product is: [C:20]([O:19][C:17](=[O:18])[NH:16][CH2:15][CH2:14][CH2:13][CH2:12][C@H:11]([NH:24][C:25]([O:27][C:28]([CH3:31])([CH3:30])[CH3:29])=[O:26])[CH2:10][N:1]=[N+:2]=[N-:3])([CH3:23])([CH3:21])[CH3:22]. (8) Given the reactants [CH2:1]([O:8][C:9]1[C:14]([CH3:15])=[CH:13][C:12]([CH2:16][C@@H:17]([OH:22])[C:18]([O:20][CH3:21])=[O:19])=[CH:11][C:10]=1[CH3:23])[C:2]1[CH:7]=[CH:6][CH:5]=[CH:4][CH:3]=1.Cl[C:25](OC1C=CC([N+]([O-])=O)=CC=1)=[O:26].[CH3:37][O:38][C:39]1[CH:40]=[CH:41][C:42]2[NH:48][C:47](=[O:49])[N:46]([CH:50]3[CH2:55][CH2:54][NH:53][CH2:52][CH2:51]3)[CH2:45][CH2:44][C:43]=2[CH:56]=1, predict the reaction product. The product is: [CH3:37][O:38][C:39]1[CH:40]=[CH:41][C:42]2[NH:48][C:47](=[O:49])[N:46]([CH:50]3[CH2:55][CH2:54][N:53]([C:25]([O:22][C@@H:17]([C:18]([O:20][CH3:21])=[O:19])[CH2:16][C:12]4[CH:11]=[C:10]([CH3:23])[C:9]([O:8][CH2:1][C:2]5[CH:7]=[CH:6][CH:5]=[CH:4][CH:3]=5)=[C:14]([CH3:15])[CH:13]=4)=[O:26])[CH2:52][CH2:51]3)[CH2:45][CH2:44][C:43]=2[CH:56]=1. (9) Given the reactants C([O:8][C:9]1[CH:10]=[C:11]2[C:15](=[CH:16][CH:17]=1)[N:14]([CH3:18])[CH:13]=[CH:12]2)C1C=CC=CC=1, predict the reaction product. The product is: [CH3:18][N:14]1[C:15]2[C:11](=[CH:10][C:9]([OH:8])=[CH:17][CH:16]=2)[CH:12]=[CH:13]1.